Dataset: Retrosynthesis with 50K atom-mapped reactions and 10 reaction types from USPTO. Task: Predict the reactants needed to synthesize the given product. (1) Given the product Clc1cccc(Nc2ncnc3[nH]nc(NCc4ccc(-c5nnn[nH]5)cc4)c23)c1, predict the reactants needed to synthesize it. The reactants are: Nc1n[nH]c2ncnc(Nc3cccc(Cl)c3)c12.O=Cc1ccc(-c2nnn[nH]2)cc1. (2) Given the product Cc1ccc(C(=O)Nc2ccc3c(c2)CCN3C(=O)Cc2cccc(N)n2)c(N2CCCCC2)n1, predict the reactants needed to synthesize it. The reactants are: Cc1ccc(C(=O)Nc2ccc3c(c2)CCN3C(=O)Cc2cccc(NC(=O)OC(C)(C)C)n2)c(N2CCCCC2)n1. (3) Given the product COC(=O)Cc1c(N(C)C)nc(Cc2ccc(NC(=O)c3ccc(C(F)(F)F)cc3)cc2)nc1N(C)C, predict the reactants needed to synthesize it. The reactants are: COC(=O)Cc1c(N(C)C)nc(Cc2ccc(N)cc2)nc1N(C)C.O=C(O)c1ccc(C(F)(F)F)cc1. (4) Given the product CCOC(=O)C1CCN(c2ccc(-c3cc(-c4ccc(F)cc4)nc(N4CCCC4C)n3)cn2)CC1, predict the reactants needed to synthesize it. The reactants are: CC1CCCN1c1nc(-c2ccc(F)cc2)cc(-c2ccc(F)nc2)n1.CCOC(=O)C1CCNCC1.